This data is from Reaction yield outcomes from USPTO patents with 853,638 reactions. The task is: Predict the reaction yield, written as a fraction of the theoretical maximum amount of product (1.0 means a 100% yield; for example, 0.34 means a 34% yield). (1) The reactants are [NH2:1][C:2]1[NH:7][C:6](=[O:8])[C:5]([F:9])=[C:4]([C:10]2[O:11][CH:12]=[CH:13][CH:14]=2)[N:3]=1.C(C1C=CC=C(C(C)(C)C)N=1)(C)(C)C.[S:29](O[S:29]([C:32]([F:35])([F:34])[F:33])(=[O:31])=[O:30])([C:32]([F:35])([F:34])[F:33])(=[O:31])=[O:30]. The catalyst is ClCCl. The product is [NH2:1][C:2]1[N:7]=[C:6]([O:8][S:29]([C:32]([F:35])([F:34])[F:33])(=[O:31])=[O:30])[C:5]([F:9])=[C:4]([C:10]2[O:11][CH:12]=[CH:13][CH:14]=2)[N:3]=1. The yield is 0.990. (2) The reactants are C([O:8][C:9]1[CH:19]=[C:18]([N+:20]([O-:22])=[O:21])[CH:17]=[CH:16][C:10]=1[O:11][CH2:12][C@H:13]1[CH2:15][O:14]1)C1C=CC=CC=1.C(=O)(O)[O-].[Na+].C1CC=CCC=1. The catalyst is CCO. The product is [N+:20]([C:18]1[CH:17]=[CH:16][C:10]2[O:11][CH2:12][C@H:13]([CH2:15][OH:14])[O:8][C:9]=2[CH:19]=1)([O-:22])=[O:21]. The yield is 0.930. (3) The reactants are [CH2:1]1[C:10]2[C:5](=[CH:6][CH:7]=[CH:8][CH:9]=2)[CH2:4][C@@H:3]([CH2:11][OH:12])[NH:2]1.[CH3:13][C:14](OC(C)=O)=[O:15].C([O-])([O-])=O.[K+].[K+].CC(O)=O. The catalyst is CCOC(C)=O.CO. The product is [OH:12][CH2:11][C@@H:3]1[CH2:4][C:5]2[C:10](=[CH:9][CH:8]=[CH:7][CH:6]=2)[CH2:1][N:2]1[C:14](=[O:15])[CH3:13]. The yield is 0.720. (4) The reactants are [OH:1][C:2]1[CH:10]=[CH:9][CH:8]=[C:7]2[C:3]=1[CH:4]=[CH:5][NH:6]2.[Cl:11][C:12]1[CH:13]=[C:14]([CH:17]=[CH:18][CH:19]=1)[CH2:15]Br.C(OC1C=CC=C2C=1C=CN2)CC1C=CC=CC=1. No catalyst specified. The product is [Cl:11][C:12]1[CH:13]=[C:14]([CH:17]=[CH:18][CH:19]=1)[CH2:15][O:1][C:2]1[CH:10]=[CH:9][CH:8]=[C:7]2[C:3]=1[CH:4]=[CH:5][NH:6]2. The yield is 0.520. (5) The product is [CH2:1]([O:8][C:9]1[CH:10]=[C:11]([C:18]2[C:22](=[O:23])[NH:21][C:20](=[O:24])[C:19]=2[C:25]2[C:33]3[C:28](=[CH:29][CH:30]=[CH:31][CH:32]=3)[N:27]([CH2:34][CH2:35][CH2:36][N:42]3[CH2:46][CH2:45][CH2:44][CH2:43]3)[CH:26]=2)[C:12]2[O:16][CH:15]=[CH:14][C:13]=2[CH:17]=1)[C:2]1[CH:3]=[CH:4][CH:5]=[CH:6][CH:7]=1. The yield is 0.950. The catalyst is CN1CCCC1.C(OCC)(=O)C. The reactants are [CH2:1]([O:8][C:9]1[CH:10]=[C:11]([C:18]2[C:22](=[O:23])[NH:21][C:20](=[O:24])[C:19]=2[C:25]2[C:33]3[C:28](=[CH:29][CH:30]=[CH:31][CH:32]=3)[N:27]([CH2:34][CH2:35][CH2:36]OS(C)(=O)=O)[CH:26]=2)[C:12]2[O:16][CH:15]=[CH:14][C:13]=2[CH:17]=1)[C:2]1[CH:7]=[CH:6][CH:5]=[CH:4][CH:3]=1.[NH:42]1[CH2:46][CH2:45][CH2:44][CH2:43]1.